This data is from Full USPTO retrosynthesis dataset with 1.9M reactions from patents (1976-2016). The task is: Predict the reactants needed to synthesize the given product. (1) Given the product [CH2:15]([C:19]1[CH:24]=[CH:23][C:22]([N:25]([C:26]2[CH:27]=[CH:28][C:29]([C:32]([CH3:34])([CH3:33])[CH3:35])=[CH:30][CH:31]=2)[C:2]2[CH:7]=[CH:6][C:5]([C:8]3[CH:13]=[CH:12][C:11]([N:25]([C:22]4[CH:21]=[CH:20][C:19]([CH2:15][CH2:16][CH2:17][CH3:18])=[CH:24][CH:23]=4)[C:26]4[CH:27]=[CH:28][C:29]([C:32]([CH3:35])([CH3:34])[CH3:33])=[CH:30][CH:31]=4)=[CH:10][CH:9]=3)=[CH:4][CH:3]=2)=[CH:21][CH:20]=1)[CH2:16][CH2:17][CH3:18], predict the reactants needed to synthesize it. The reactants are: I[C:2]1[CH:7]=[CH:6][C:5]([C:8]2[CH:13]=[CH:12][C:11](I)=[CH:10][CH:9]=2)=[CH:4][CH:3]=1.[CH2:15]([C:19]1[CH:24]=[CH:23][C:22]([NH:25][C:26]2[CH:31]=[CH:30][C:29]([C:32]([CH3:35])([CH3:34])[CH3:33])=[CH:28][CH:27]=2)=[CH:21][CH:20]=1)[CH2:16][CH2:17][CH3:18].[OH-].[K+]. (2) The reactants are: [N+]([O-])(O)=O.N([O-])=O.[Na+].[OH:9][CH2:10][C:11]1[N:15]([CH:16]([CH3:18])[CH3:17])[C:14](S)=[N:13][CH:12]=1.C(=O)([O-])[O-].[K+].[K+]. Given the product [OH:9][CH2:10][C:11]1[N:15]([CH:16]([CH3:18])[CH3:17])[CH:14]=[N:13][CH:12]=1, predict the reactants needed to synthesize it. (3) Given the product [Br:20][C:21]1[CH:22]=[C:23]([C:10]2[C:11]3[C:16](=[CH:15][CH:14]=[CH:13][CH:12]=3)[C:7]([C:1]3[CH:2]=[CH:3][CH:4]=[CH:5][CH:6]=3)=[CH:8][CH:9]=2)[CH:24]=[CH:25][CH:26]=1, predict the reactants needed to synthesize it. The reactants are: [C:1]1([C:7]2[C:16]3[C:11](=[CH:12][CH:13]=[CH:14][CH:15]=3)[C:10](B(O)O)=[CH:9][CH:8]=2)[CH:6]=[CH:5][CH:4]=[CH:3][CH:2]=1.[Br:20][C:21]1[CH:22]=[C:23](I)[CH:24]=[CH:25][CH:26]=1.C1(C)C=CC=CC=1.C(=O)([O-])[O-].[Na+].[Na+]. (4) Given the product [Cl:1][C:2]1[N:7]=[C:6]([NH:10][C:11]2[CH:22]=[CH:21][CH:20]=[CH:19][C:12]=2[C:13]([NH:15][CH:16]([CH3:18])[CH3:17])=[O:14])[C:5]([CH3:9])=[CH:4][N:3]=1, predict the reactants needed to synthesize it. The reactants are: [Cl:1][C:2]1[N:7]=[C:6](Cl)[C:5]([CH3:9])=[CH:4][N:3]=1.[NH2:10][C:11]1[CH:22]=[CH:21][CH:20]=[CH:19][C:12]=1[C:13]([NH:15][CH:16]([CH3:18])[CH3:17])=[O:14].C(N(C(C)C)CC)(C)C.COCCO. (5) Given the product [N:3]([CH2:6][CH2:7][CH2:8][CH2:9][CH2:10][CH2:11][CH2:12][CH2:13][CH2:14][CH2:15][C:16]([OH:18])=[O:17])=[N+:4]=[N-:5], predict the reactants needed to synthesize it. The reactants are: [OH-].[Na+].[N:3]([CH2:6][CH2:7][CH2:8][CH2:9][CH2:10][CH2:11][CH2:12][CH2:13][CH2:14][CH2:15][C:16]([O:18]C)=[O:17])=[N+:4]=[N-:5].O.S([O-])(O)(=O)=O.[Na+]. (6) Given the product [F:13][C:14]1[CH:19]=[CH:18][C:17]([C:2]2[C:3]([C:9]([O:11][CH3:12])=[O:10])=[N:4][C:5]([CH3:8])=[CH:6][CH:7]=2)=[CH:16][CH:15]=1, predict the reactants needed to synthesize it. The reactants are: I[C:2]1[C:3]([C:9]([O:11][CH3:12])=[O:10])=[N:4][C:5]([CH3:8])=[CH:6][CH:7]=1.[F:13][C:14]1[CH:19]=[CH:18][C:17](B(O)O)=[CH:16][CH:15]=1.C([O-])([O-])=O.[Na+].[Na+].